Dataset: Forward reaction prediction with 1.9M reactions from USPTO patents (1976-2016). Task: Predict the product of the given reaction. (1) Given the reactants [Br:1][C:2]1[CH:3]=[C:4]([CH2:8][NH:9][S:10]([CH2:13][CH3:14])(=[O:12])=[O:11])[CH:5]=[N:6][CH:7]=1.[H-].[Na+].[CH3:17]I, predict the reaction product. The product is: [Br:1][C:2]1[CH:3]=[C:4]([CH2:8][N:9]([CH3:17])[S:10]([CH2:13][CH3:14])(=[O:11])=[O:12])[CH:5]=[N:6][CH:7]=1. (2) Given the reactants [N:1]1[CH:6]=[CH:5][C:4]([CH2:7][NH:8][C:9]([C:11]2[S:19][C:18]3[N:13]([C:14](=[O:22])[NH:15][C:16](=[O:21])[C:17]=3[CH3:20])[CH:12]=2)=[O:10])=[CH:3][CH:2]=1.C(=O)([O-])[O-].[Cs+].[Cs+].[Cl:29]CC[C:32]1[CH:37]=[C:36]([Cl:38])[CH:35]=[CH:34][C:33]=1[S:39]([C:42]1C=CC(Cl)=C[C:43]=1CCCl)(=[O:41])=[O:40], predict the reaction product. The product is: [ClH:29].[N:1]1[CH:6]=[CH:5][C:4]([CH2:7][NH:8][C:9]([C:11]2[S:19][C:18]3[N:13]([C:14](=[O:22])[N:15]([CH2:43][CH2:42][S:39]([C:33]4[CH:34]=[CH:35][C:36]([Cl:38])=[CH:37][CH:32]=4)(=[O:40])=[O:41])[C:16](=[O:21])[C:17]=3[CH3:20])[CH:12]=2)=[O:10])=[CH:3][CH:2]=1. (3) Given the reactants C(O[C:5](=[O:7])[CH3:6])(=O)C.[NH2:8][C:9]1[C:18]2[CH2:17][CH2:16][CH2:15][CH2:14][C:13]=2[CH:12]=[CH:11][CH:10]=1.C([O-])(=O)C.[Na+], predict the reaction product. The product is: [C:5]([NH:8][C:9]1[C:18]2[CH2:17][CH2:16][CH2:15][CH2:14][C:13]=2[CH:12]=[CH:11][CH:10]=1)(=[O:7])[CH3:6]. (4) Given the reactants CC(C)(OC([NH:7][CH:8]([C:12]1[CH:17]=[C:16]([F:18])[CH:15]=[C:14]([F:19])[CH:13]=1)[C:9]([NH2:11])=[O:10])=O)C.C(O)(C(F)(F)F)=O.C(Cl)Cl, predict the reaction product. The product is: [NH2:7][CH:8]([C:12]1[CH:13]=[C:14]([F:19])[CH:15]=[C:16]([F:18])[CH:17]=1)[C:9]([NH2:11])=[O:10].